From a dataset of Forward reaction prediction with 1.9M reactions from USPTO patents (1976-2016). Predict the product of the given reaction. Given the reactants Cl.C(OC(=O)[NH:8][CH:9]1[CH2:14][CH2:13][N:12]([CH:15]([CH3:19])[CH2:16][C:17]#[N:18])[CH2:11][CH2:10]1)(C)(C)C, predict the reaction product. The product is: [NH2:8][CH:9]1[CH2:14][CH2:13][N:12]([CH:15]([CH3:19])[CH2:16][C:17]#[N:18])[CH2:11][CH2:10]1.